This data is from Reaction yield outcomes from USPTO patents with 853,638 reactions. The task is: Predict the reaction yield, written as a fraction of the theoretical maximum amount of product (1.0 means a 100% yield; for example, 0.34 means a 34% yield). (1) The yield is 0.630. The catalyst is CN(C=O)C. The reactants are [Br:1][C:2]1[C:3]([N+:10]([O-:12])=[O:11])=[CH:4][C:5]([Cl:9])=[C:6]([OH:8])[CH:7]=1.C([O-])([O-])=O.[Cs+].[Cs+].Br[CH2:20][CH:21]1[CH2:23][CH2:22]1.[NH4+].[Cl-]. The product is [Br:1][C:2]1[CH:7]=[C:6]([O:8][CH2:20][CH:21]2[CH2:23][CH2:22]2)[C:5]([Cl:9])=[CH:4][C:3]=1[N+:10]([O-:12])=[O:11]. (2) The reactants are [Cl:1][C:2]1[N:7]=[C:6]([C:8]2[NH:16][C:15]3[C:10](=[N:11][C:12]([O:17][CH3:18])=[CH:13][CH:14]=3)[CH:9]=2)[C:5]([OH:19])=[CH:4][CH:3]=1.[C:20]([O-])([O-])=O.[Cs+].[Cs+].ClCI. The catalyst is CN(C=O)C.O. The product is [Cl:1][C:2]1[CH:3]=[CH:4][C:5]2[O:19][CH2:20][N:16]3[C:15]4[CH:14]=[CH:13][C:12]([O:17][CH3:18])=[N:11][C:10]=4[CH:9]=[C:8]3[C:6]=2[N:7]=1. The yield is 0.520. (3) The reactants are [NH2:1][C:2]1[C:11]([OH:12])=[C:10]([F:13])[CH:9]=[CH:8][C:3]=1[C:4]([O:6][CH3:7])=[O:5].[C:14](N1C=CN=C1)(N1C=CN=C1)=[S:15]. The catalyst is C1COCC1. The product is [F:13][C:10]1[CH:9]=[CH:8][C:3]([C:4]([O:6][CH3:7])=[O:5])=[C:2]2[C:11]=1[O:12][C:14](=[S:15])[NH:1]2. The yield is 0.700. (4) The reactants are C[O:2][C:3]1[CH:4]=[C:5]2[C:10](=[CH:11][CH:12]=1)[CH:9]=[C:8]([C:13]1[N:14]([CH3:24])[C:15]([C:18]3[CH:23]=[CH:22][CH:21]=[CH:20][CH:19]=3)=[CH:16][CH:17]=1)[CH:7]=[CH:6]2.Cl.N1C=CC=CC=1. The catalyst is CCOC(C)=O. The product is [CH3:24][N:14]1[C:15]([C:18]2[CH:19]=[CH:20][CH:21]=[CH:22][CH:23]=2)=[CH:16][CH:17]=[C:13]1[C:8]1[CH:9]=[C:10]2[C:5](=[CH:6][CH:7]=1)[CH:4]=[C:3]([OH:2])[CH:12]=[CH:11]2. The yield is 0.910. (5) The reactants are [NH2:1][C@H:2]([CH2:7][OH:8])[CH2:3][CH2:4][S:5][CH3:6].[S:9]1[C:13]2[CH:14]=[CH:15][CH:16]=[CH:17][C:12]=2[CH:11]=[C:10]1[C:18]1[O:22][C:21](=[O:23])[C:20]2([CH2:28][CH2:27][CH2:26][CH2:25][CH2:24]2)[N:19]=1.O. The catalyst is CN(C)C=O. The product is [S:9]1[C:13]2[CH:14]=[CH:15][CH:16]=[CH:17][C:12]=2[CH:11]=[C:10]1[C:18]([NH:19][C:20]1([C:21]([NH:1][C@H:2]([CH2:7][OH:8])[CH2:3][CH2:4][S:5][CH3:6])=[O:23])[CH2:28][CH2:27][CH2:26][CH2:25][CH2:24]1)=[O:22]. The yield is 0.980.